This data is from Catalyst prediction with 721,799 reactions and 888 catalyst types from USPTO. The task is: Predict which catalyst facilitates the given reaction. Reactant: [CH2:1]([O:3][C:4]([C@H:6]1[CH2:11][CH2:10][C@H:9]([N:12]2[C:16]([C:17]([F:20])([F:19])[F:18])=[C:15]([C:21](O)=[O:22])[CH:14]=[N:13]2)[CH2:8][C@@H:7]1[CH3:24])=[O:5])[CH3:2].[CH2:25]([O:27][C:28]([C@@H:30]1[CH2:35][CH2:34][C@@H:33]([N:36]2[C:40]([C:41]([F:44])([F:43])[F:42])=[C:39]([C:45](O)=[O:46])[CH:38]=[N:37]2)[CH2:32][C@H:31]1[CH3:48])=[O:29])[CH3:26].C(Cl)(=O)C([Cl:52])=O. The catalyst class is: 59. Product: [Cl:52][C:21]([C:15]1[CH:14]=[N:13][N:12]([C@H:9]2[CH2:10][CH2:11][C@H:6]([C:4]([O:3][CH2:1][CH3:2])=[O:5])[C@@H:7]([CH3:24])[CH2:8]2)[C:16]=1[C:17]([F:20])([F:19])[F:18])=[O:22].[Cl:52][C:45]([C:39]1[CH:38]=[N:37][N:36]([C@@H:33]2[CH2:34][CH2:35][C@@H:30]([C:28]([O:27][CH2:25][CH3:26])=[O:29])[C@H:31]([CH3:48])[CH2:32]2)[C:40]=1[C:41]([F:44])([F:43])[F:42])=[O:46].